The task is: Regression/Classification. Given a drug SMILES string, predict its toxicity properties. Task type varies by dataset: regression for continuous values (e.g., LD50, hERG inhibition percentage) or binary classification for toxic/non-toxic outcomes (e.g., AMES mutagenicity, cardiotoxicity, hepatotoxicity). Dataset: ld50_zhu.. This data is from Acute oral toxicity (LD50) regression data from Zhu et al.. (1) The molecule is N=C(N)N[N+](=O)[O-]. The rat oral LD50 is 1.01, given as -log10 of the dose in mol/kg body weight (higher means more acutely toxic). (2) The compound is CCCN(CCC)c1c([N+](=O)[O-])cc(S(=O)(=O)N=S(C)C)cc1[N+](=O)[O-]. The rat oral LD50 is 2.31, given as -log10 of the dose in mol/kg body weight (higher means more acutely toxic). (3) The molecule is ClC1=C(Cl)C2(Cl)C3C(Cl)CCC3C1(Cl)C2(Cl)Cl. The rat oral LD50 is 2.27, given as -log10 of the dose in mol/kg body weight (higher means more acutely toxic). (4) The drug is COC(=O)C=C(C)N. The rat oral LD50 is 1.82, given as -log10 of the dose in mol/kg body weight (higher means more acutely toxic).